From a dataset of Full USPTO retrosynthesis dataset with 1.9M reactions from patents (1976-2016). Predict the reactants needed to synthesize the given product. (1) Given the product [F:21][C:2]([F:1])([C:7]1[S:8][C:9]([C:16]([OH:18])=[O:17])=[C:10]([C:12]([F:14])([F:15])[F:13])[N:11]=1)[C:3]([F:6])([F:5])[F:4], predict the reactants needed to synthesize it. The reactants are: [F:1][C:2]([F:21])([C:7]1[S:8][C:9]([C:16]([O:18]CC)=[O:17])=[C:10]([C:12]([F:15])([F:14])[F:13])[N:11]=1)[C:3]([F:6])([F:5])[F:4].[OH-].[Na+].Cl. (2) Given the product [Br:1][C:2]1[CH:10]=[C:9]2[C:5]([CH:6]=[CH:7][N:8]2[CH2:11][CH2:12][OH:13])=[CH:4][C:3]=1[F:16], predict the reactants needed to synthesize it. The reactants are: [Br:1][C:2]1[CH:10]=[C:9]2[C:5]([CH:6]=[CH:7][N:8]2[CH2:11][C:12](OC)=[O:13])=[CH:4][C:3]=1[F:16].[H-].[H-].[H-].[H-].[Li+].[Al+3].C(=O)=O.CC(C)=O. (3) Given the product [Cl:1][C:2]1[CH:3]=[CH:4][C:5]([C@@:8]([NH:30][C:31]2[O:39][C@H:35]3[CH2:36][CH2:37][CH2:38][C@@H:34]3[N:33]=2)([C:16]2[CH:21]=[C:20]([O:22][C:23]([F:28])([F:27])[CH:24]([F:26])[F:25])[CH:19]=[C:18]([F:29])[CH:17]=2)[CH2:9][C:10]2[CH:15]=[CH:14][CH:13]=[CH:12][CH:11]=2)=[N:6][CH:7]=1, predict the reactants needed to synthesize it. The reactants are: [Cl:1][C:2]1[CH:3]=[CH:4][C:5]([C@@:8]([NH:30][C:31]([NH:33][C@H:34]2[CH2:38][CH2:37][CH2:36][C@H:35]2[OH:39])=O)([C:16]2[CH:21]=[C:20]([O:22][C:23]([F:28])([F:27])[CH:24]([F:26])[F:25])[CH:19]=[C:18]([F:29])[CH:17]=2)[CH2:9][C:10]2[CH:15]=[CH:14][CH:13]=[CH:12][CH:11]=2)=[N:6][CH:7]=1.CCN(S(F)(F)F)CC.